Task: Predict which catalyst facilitates the given reaction.. Dataset: Catalyst prediction with 721,799 reactions and 888 catalyst types from USPTO (1) Reactant: [N:1]1([CH2:6][C:7]2[CH:8]=[C:9]([CH:24]=[C:25]([Cl:27])[CH:26]=2)/[CH:10]=[CH:11]/[C:12]2[CH:17]=[CH:16][C:15]([N:18]3[CH2:23][CH2:22][NH:21][CH2:20][CH2:19]3)=[CH:14][CH:13]=2)[CH:5]=[CH:4][N:3]=[CH:2]1.Cl[CH2:29][CH2:30][N:31]=[C:32]=[O:33]. Product: [N:1]1([CH2:6][C:7]2[CH:8]=[C:9]([CH:24]=[C:25]([Cl:27])[CH:26]=2)/[CH:10]=[CH:11]/[C:12]2[CH:17]=[CH:16][C:15]([N:18]3[CH2:19][CH2:20][N:21]([C:32]4[O:33][CH2:29][CH2:30][N:31]=4)[CH2:22][CH2:23]3)=[CH:14][CH:13]=2)[CH:5]=[CH:4][N:3]=[CH:2]1. The catalyst class is: 347. (2) Reactant: [F:1][C:2]1[CH:7]=[C:6]([F:8])[CH:5]=[CH:4][C:3]=1[S:9]([NH:12][C:13]1[C:14]([O:28][CH3:29])=[N:15][CH:16]=[C:17]([C:19]2[CH:24]=[CH:23][N:22]3[N:25]=[CH:26][CH:27]=[C:21]3[N:20]=2)[CH:18]=1)(=[O:11])=[O:10].[I:30]N1C(=O)CCC1=O. Product: [F:1][C:2]1[CH:7]=[C:6]([F:8])[CH:5]=[CH:4][C:3]=1[S:9]([NH:12][C:13]1[C:14]([O:28][CH3:29])=[N:15][CH:16]=[C:17]([C:19]2[CH:24]=[CH:23][N:22]3[N:25]=[CH:26][C:27]([I:30])=[C:21]3[N:20]=2)[CH:18]=1)(=[O:10])=[O:11]. The catalyst class is: 5. (3) Reactant: [Br:1][C:2]1[C:10]2[O:11][CH2:12][CH2:13][C:9]=2[C:8]2[C@H:7]([CH2:14][C:15]([NH2:17])=O)[CH2:6][CH2:5][C:4]=2[C:3]=1[Br:18].O=P(Cl)(Cl)Cl. Product: [Br:1][C:2]1[C:10]2[O:11][CH2:12][CH2:13][C:9]=2[C:8]2[C@H:7]([CH2:14][C:15]#[N:17])[CH2:6][CH2:5][C:4]=2[C:3]=1[Br:18]. The catalyst class is: 11. (4) Reactant: [F:1][C:2]1[CH:7]=[CH:6][C:5]([S:8][CH2:9][CH2:10][CH2:11][C:12]([OH:14])=O)=[CH:4][CH:3]=1.[F:15][C:16]1[CH:17]=[CH:18][C:19]([O:23][CH3:24])=[C:20]([CH:22]=1)[NH2:21].[F:25][C:26]1[CH:31]=[CH:30][C:29]([S:32][CH2:33][CH2:34][CH2:35][C:36](NC2C3C(=CC=CC=3)C=CN=2)=[O:37])=[CH:28][CH:27]=1.[H-].[Na+].IC. Product: [F:15][C:16]1[CH:17]=[CH:18][C:19]([O:23][CH3:24])=[C:20]([NH:21][C:12](=[O:14])[CH2:11][CH2:10][CH2:9][S:8][C:5]2[CH:4]=[CH:3][C:2]([F:1])=[CH:7][CH:6]=2)[CH:22]=1.[F:15][C:16]1[CH:17]=[CH:18][C:19]([O:23][CH3:24])=[C:20]([N:21]([CH3:2])[C:36](=[O:37])[CH2:35][CH2:34][CH2:33][S:32][C:29]2[CH:30]=[CH:31][C:26]([F:25])=[CH:27][CH:28]=2)[CH:22]=1. The catalyst class is: 35.